This data is from Merck oncology drug combination screen with 23,052 pairs across 39 cell lines. The task is: Regression. Given two drug SMILES strings and cell line genomic features, predict the synergy score measuring deviation from expected non-interaction effect. (1) Drug 1: C=CCn1c(=O)c2cnc(Nc3ccc(N4CCN(C)CC4)cc3)nc2n1-c1cccc(C(C)(C)O)n1. Drug 2: Cn1c(=O)n(-c2ccc(C(C)(C)C#N)cc2)c2c3cc(-c4cnc5ccccc5c4)ccc3ncc21. Cell line: CAOV3. Synergy scores: synergy=21.5. (2) Drug 1: COC1CC2CCC(C)C(O)(O2)C(=O)C(=O)N2CCCCC2C(=O)OC(C(C)CC2CCC(OP(C)(C)=O)C(OC)C2)CC(=O)C(C)C=C(C)C(O)C(OC)C(=O)C(C)CC(C)C=CC=CC=C1C. Drug 2: COC1=C2CC(C)CC(OC)C(O)C(C)C=C(C)C(OC(N)=O)C(OC)C=CC=C(C)C(=O)NC(=CC1=O)C2=O. Cell line: A2780. Synergy scores: synergy=13.9. (3) Drug 1: N#Cc1ccc(Cn2cncc2CN2CCN(c3cccc(Cl)c3)C(=O)C2)cc1. Drug 2: CC1(c2nc3c(C(N)=O)cccc3[nH]2)CCCN1. Cell line: PA1. Synergy scores: synergy=2.28. (4) Drug 1: CCC1(O)CC2CN(CCc3c([nH]c4ccccc34)C(C(=O)OC)(c3cc4c(cc3OC)N(C)C3C(O)(C(=O)OC)C(OC(C)=O)C5(CC)C=CCN6CCC43C65)C2)C1. Drug 2: Cc1nc(Nc2ncc(C(=O)Nc3c(C)cccc3Cl)s2)cc(N2CCN(CCO)CC2)n1. Cell line: COLO320DM. Synergy scores: synergy=-12.1. (5) Drug 1: O=P1(N(CCCl)CCCl)NCCCO1. Drug 2: NC(=O)c1cccc2cn(-c3ccc(C4CCCNC4)cc3)nc12. Cell line: SW837. Synergy scores: synergy=-17.7. (6) Drug 1: N.N.O=C(O)C1(C(=O)O)CCC1.[Pt]. Drug 2: N#Cc1ccc(Cn2cncc2CN2CCN(c3cccc(Cl)c3)C(=O)C2)cc1. Cell line: SW620. Synergy scores: synergy=-13.8. (7) Drug 1: CC1(c2nc3c(C(N)=O)cccc3[nH]2)CCCN1. Drug 2: CCc1c2c(nc3ccc(O)cc13)-c1cc3c(c(=O)n1C2)COC(=O)C3(O)CC. Cell line: RKO. Synergy scores: synergy=30.5.